Dataset: Human intestinal absorption (HIA) binary classification data from Hou et al.. Task: Regression/Classification. Given a drug SMILES string, predict its absorption, distribution, metabolism, or excretion properties. Task type varies by dataset: regression for continuous measurements (e.g., permeability, clearance, half-life) or binary classification for categorical outcomes (e.g., BBB penetration, CYP inhibition). Dataset: hia_hou. (1) The drug is CC(=O)Nc1ccc(O)cc1. The result is 1 (good absorption). (2) The drug is COC(=O)Nc1nc2ccc(C(=O)c3ccccc3)cc2[nH]1. The result is 1 (good absorption). (3) The molecule is NNC(=O)NNN1C(=O)c2cc(S(=O)(=O)O)cc3c(N)c(S(=O)(=O)O)cc(c23)C1=O. The result is 0 (poor absorption). (4) The compound is CN1C(C(=O)Nc2ccccn2)=C(O)c2ccccc2S1(=O)=O. The result is 1 (good absorption). (5) The result is 0 (poor absorption). The molecule is CCCc1c2oc(C(=O)O)cc(=O)c2cc2c(=O)cc(C(=O)O)n(CC)c12.